This data is from Full USPTO retrosynthesis dataset with 1.9M reactions from patents (1976-2016). The task is: Predict the reactants needed to synthesize the given product. (1) Given the product [CH3:22][C:10]1[N:9]([C:5]2[CH:4]=[C:3]([OH:2])[CH:8]=[CH:7][CH:6]=2)[C:13]2[CH:14]=[CH:15][CH:16]=[C:17]([C:18]([F:20])([F:19])[F:21])[C:12]=2[N:11]=1, predict the reactants needed to synthesize it. The reactants are: C[O:2][C:3]1[CH:4]=[C:5]([N:9]2[C:13]3[CH:14]=[CH:15][CH:16]=[C:17]([C:18]([F:21])([F:20])[F:19])[C:12]=3[N:11]=[C:10]2[CH3:22])[CH:6]=[CH:7][CH:8]=1.Cl.N1C=CC=CC=1. (2) Given the product [N:31]1([CH2:38][CH2:39][C:40]2[S:44][C:43]([CH2:45][N:3]([CH2:1][CH3:2])[C:4]3[CH:9]=[C:8]([O:10][CH3:11])[C:7]([O:12][CH3:13])=[CH:6][C:5]=3[CH:14]3[CH2:23][CH2:22][C:21]4[CH:20]=[C:19]([OH:24])[CH:18]=[CH:17][C:16]=4[CH2:15]3)=[CH:42][CH:41]=2)[CH2:32][CH2:33][CH2:34][CH2:35][CH2:36][CH2:37]1, predict the reactants needed to synthesize it. The reactants are: [CH2:1]([NH:3][C:4]1[CH:9]=[C:8]([O:10][CH3:11])[C:7]([O:12][CH3:13])=[CH:6][C:5]=1[CH:14]1[CH2:23][CH2:22][C:21]2[CH:20]=[C:19]([O:24]C(=O)C(C)(C)C)[CH:18]=[CH:17][C:16]=2[CH2:15]1)[CH3:2].[N:31]1([CH2:38][CH2:39][C:40]2[S:44][C:43]([C:45]([O-])=O)=[CH:42][CH:41]=2)[CH2:37][CH2:36][CH2:35][CH2:34][CH2:33][CH2:32]1.[Li+]. (3) Given the product [OH:24][CH2:25][C:26]([NH:29][C:30]1[S:31][CH:2]=[C:3]([C:5]2[N:9]([CH3:10])[CH:8]=[C:7]([C:11]#[N:12])[CH:6]=2)[N:32]=1)([CH3:28])[CH3:27], predict the reactants needed to synthesize it. The reactants are: Br[CH2:2][C:3]([C:5]1[N:9]([CH3:10])[CH:8]=[C:7]([C:11]#[N:12])[CH:6]=1)=O.C(C1N(C)C=C(C#N)C=1)(=O)C.[OH:24][CH2:25][C:26]([NH:29][C:30]([NH2:32])=[S:31])([CH3:28])[CH3:27]. (4) Given the product [F:1][C:2]1[CH:3]=[C:4]2[C:9](=[CH:10][CH:11]=1)[N:8]=[C:7]([NH:12][C:13]([N:31]1[CH2:30][CH2:29][N:28]([C:23]3[CH:24]=[CH:25][CH:26]=[CH:27][C:22]=3[C:20]#[N:21])[CH2:33][CH2:32]1)=[O:17])[C:6]([O:18][CH3:19])=[N:5]2, predict the reactants needed to synthesize it. The reactants are: [F:1][C:2]1[CH:3]=[C:4]2[C:9](=[CH:10][CH:11]=1)[N:8]=[C:7]([NH:12][C:13](=[O:17])OCC)[C:6]([O:18][CH3:19])=[N:5]2.[C:20]([C:22]1[CH:27]=[CH:26][CH:25]=[CH:24][C:23]=1[N:28]1[CH2:33][CH2:32][NH:31][CH2:30][CH2:29]1)#[N:21]. (5) Given the product [CH3:35][C:25]1[CH:30]=[CH:29][C:28]([S:31]([O:1][C@@H:2]2[CH2:18][C:17]3[C@@:5]([CH3:24])([C@@H:6]4[C@@H:14]([CH2:15][CH:16]=3)[C@H:13]3[C@@:9]([CH3:22])([C@@H:10]([C:19](=[O:21])[CH3:20])[CH2:11][CH2:12]3)[CH2:8][C@@H:7]4[OH:23])[CH2:4][CH2:3]2)(=[O:33])=[O:32])=[CH:27][CH:26]=1, predict the reactants needed to synthesize it. The reactants are: [OH:1][CH:2]1[CH2:18][C:17]2[C:5]([CH3:24])([CH:6]3[CH:14]([CH2:15][CH:16]=2)[CH:13]2[C:9]([CH3:22])([CH:10]([C:19](=[O:21])[CH3:20])[CH2:11][CH2:12]2)[CH2:8][CH:7]3[OH:23])[CH2:4][CH2:3]1.[C:25]1([CH3:35])[CH:30]=[CH:29][C:28]([S:31](Cl)(=[O:33])=[O:32])=[CH:27][CH:26]=1. (6) Given the product [F:8][C:9]1[CH:10]=[C:11]([C@H:17]2[CH2:21][CH2:20][CH2:19][NH:18]2)[C:12]([O:15][CH3:16])=[N:13][CH:14]=1, predict the reactants needed to synthesize it. The reactants are: C(O)(C(F)(F)F)=O.[F:8][C:9]1[CH:10]=[C:11]([C@H:17]2[CH2:21][CH2:20][CH2:19][N:18]2C(OC(C)(C)C)=O)[C:12]([O:15][CH3:16])=[N:13][CH:14]=1. (7) The reactants are: [CH2:1]([N:8]1[C:12]2[CH2:13][CH:14](O)[CH2:15][C:11]=2[C:10]([C:17]#[N:18])=[N:9]1)[C:2]1[CH:7]=[CH:6][CH:5]=[CH:4][CH:3]=1.CCN(S(F)(F)[F:25])CC. Given the product [CH2:1]([N:8]1[C:12]2[CH2:13][CH:14]([F:25])[CH2:15][C:11]=2[C:10]([C:17]#[N:18])=[N:9]1)[C:2]1[CH:7]=[CH:6][CH:5]=[CH:4][CH:3]=1, predict the reactants needed to synthesize it.